From a dataset of Forward reaction prediction with 1.9M reactions from USPTO patents (1976-2016). Predict the product of the given reaction. (1) Given the reactants [Br:1][C:2]1[CH:3]=[C:4]2[C:9](=[CH:10][CH:11]=1)[N:8]=[C:7]([OH:12])[CH:6]=[C:5]2[C:13]([OH:15])=O.[NH2:16][C:17]1[CH:18]=[N:19][CH:20]=[CH:21][CH:22]=1.C(P1(=O)OP(CCC)(=O)OP(CCC)(=O)O1)CC.CCN(C(C)C)C(C)C, predict the reaction product. The product is: [Br:1][C:2]1[CH:3]=[C:4]2[C:9](=[CH:10][CH:11]=1)[N:8]=[C:7]([OH:12])[CH:6]=[C:5]2[C:13]([NH:16][C:17]1[CH:18]=[N:19][CH:20]=[CH:21][CH:22]=1)=[O:15]. (2) Given the reactants Cl.Cl[CH2:3][CH2:4][N:5]1[CH2:10][CH2:9][O:8][CH2:7][CH2:6]1.C(N(CC)C(C)C)(C)C.[F:20][C:21]1[CH:26]=[CH:25][C:24]([NH:27][C:28]2[C:37]3[C:32](=[CH:33][CH:34]=[C:35]([C:38](=[O:41])[NH:39][CH3:40])[CH:36]=3)[N:31]=[CH:30][C:29]=2[C:42]([OH:44])=[O:43])=[CH:23][CH:22]=1, predict the reaction product. The product is: [F:20][C:21]1[CH:22]=[CH:23][C:24]([NH:27][C:28]2[C:37]3[C:32](=[CH:33][CH:34]=[C:35]([C:38](=[O:41])[NH:39][CH3:40])[CH:36]=3)[N:31]=[CH:30][C:29]=2[C:42]([O:44][CH2:3][CH2:4][N:5]2[CH2:10][CH2:9][O:8][CH2:7][CH2:6]2)=[O:43])=[CH:25][CH:26]=1.